Dataset: Catalyst prediction with 721,799 reactions and 888 catalyst types from USPTO. Task: Predict which catalyst facilitates the given reaction. (1) Reactant: [S-2].[Na+].[Na+].CN1CCCC1=O.[CH3:11][N:12]([CH2:14][CH:15]([C:24]1([OH:30])[CH2:29][CH2:28][CH2:27][CH2:26][CH2:25]1)[C:16]1[CH:17]=[CH:18][C:19]([O:22]C)=[CH:20][CH:21]=1)[CH3:13].C(OC(=O)C)C. Product: [CH3:11][N:12]([CH2:14][CH:15]([C:24]1([OH:30])[CH2:29][CH2:28][CH2:27][CH2:26][CH2:25]1)[C:16]1[CH:17]=[CH:18][C:19]([OH:22])=[CH:20][CH:21]=1)[CH3:13]. The catalyst class is: 6. (2) Reactant: [Al+3].[Cl-].[Cl-].[Cl-].C1(OC)C=CC=CC=1.N(CC1C=CC(OC)=CC=1)=[N+]=[N-].[F:25][C:26]1[C:27](=[O:46])[NH:28][C:29](=[O:45])[N:30]([C@H:32]2[C@@H:35]([CH2:36][O:37]CC3C=CC=CC=3)[CH2:34][CH2:33]2)[CH:31]=1. Product: [F:25][C:26]1[C:27](=[O:46])[NH:28][C:29](=[O:45])[N:30]([C@H:32]2[C@@H:35]([CH2:36][OH:37])[CH2:34][CH2:33]2)[CH:31]=1. The catalyst class is: 5. (3) Reactant: [CH3:1][O:2][CH2:3][CH2:4][OH:5].[H-].[Na+].Cl[C:9]1[CH:14]=[C:13]([NH:15][C@@H:16]2[CH2:21][CH2:20][C@H:19]([C:22]([NH:24][CH:25]([CH3:27])[CH3:26])=[O:23])[CH2:18][CH2:17]2)[C:12]([N+:28]([O-:30])=[O:29])=[CH:11][N:10]=1. Product: [CH:25]([NH:24][C:22]([C@H:19]1[CH2:20][CH2:21][C@@H:16]([NH:15][C:13]2[C:12]([N+:28]([O-:30])=[O:29])=[CH:11][N:10]=[C:9]([O:5][CH2:4][CH2:3][O:2][CH3:1])[CH:14]=2)[CH2:17][CH2:18]1)=[O:23])([CH3:27])[CH3:26]. The catalyst class is: 1.